Dataset: Reaction yield outcomes from USPTO patents with 853,638 reactions. Task: Predict the reaction yield, written as a fraction of the theoretical maximum amount of product (1.0 means a 100% yield; for example, 0.34 means a 34% yield). (1) The reactants are [OH:1][CH:2]([CH2:6][O:7][S:8]([C:11]1[CH:17]=[CH:16][C:14]([CH3:15])=[CH:13][CH:12]=1)(=[O:10])=[O:9])[CH2:3][C:4]#[N:5].[C:18](OC(=O)C)(=[O:20])[CH3:19].N1C=CC=CC=1.Cl. The catalyst is C(OCC)(=O)C. The product is [C:18]([O:1][CH:2]([CH2:6][O:7][S:8]([C:11]1[CH:12]=[CH:13][C:14]([CH3:15])=[CH:16][CH:17]=1)(=[O:10])=[O:9])[CH2:3][C:4]#[N:5])(=[O:20])[CH3:19]. The yield is 1.00. (2) The reactants are C1C(=O)N([Cl:8])C(=O)C1.[CH3:9][O:10][C:11]1[CH:12]=[C:13]([CH2:17][C:18](O)=O)[CH:14]=[CH:15][CH:16]=1.[OH2:21].CN([CH:25]=[O:26])C. No catalyst specified. The product is [Cl:8][C:14]1[CH:15]=[CH:16][C:11]([O:10][CH3:9])=[CH:12][C:13]=1[CH2:17][CH2:18][C:25]([OH:26])=[O:21]. The yield is 0.670. (3) The reactants are CS(C)=O.C(Cl)(=O)C(Cl)=O.[CH2:11]([O:18][C:19]([C@H:21]1[CH2:26][CH2:25][N:24]([C:27]([O:29][C:30]([CH3:33])([CH3:32])[CH3:31])=[O:28])[CH2:23][C@@H:22]1[CH2:34][OH:35])=[O:20])[C:12]1[CH:17]=[CH:16][CH:15]=[CH:14][CH:13]=1.C(N(CC)CC)C. The catalyst is C(Cl)Cl. The product is [CH2:11]([O:18][C:19]([C@H:21]1[CH2:26][CH2:25][N:24]([C:27]([O:29][C:30]([CH3:31])([CH3:32])[CH3:33])=[O:28])[CH2:23][C@@H:22]1[CH:34]=[O:35])=[O:20])[C:12]1[CH:17]=[CH:16][CH:15]=[CH:14][CH:13]=1. The yield is 0.670. (4) The reactants are [OH:1][CH2:2][CH2:3][CH2:4][N:5]1[C:9]2[CH:10]=[CH:11][C:12]([C:14]#N)=[CH:13][C:8]=2[NH:7][C:6]1=[O:16].C(O)=[O:18]. The catalyst is O. The product is [OH:1][CH2:2][CH2:3][CH2:4][N:5]1[C:9]2[CH:10]=[CH:11][C:12]([CH:14]=[O:18])=[CH:13][C:8]=2[NH:7][C:6]1=[O:16]. The yield is 0.960. (5) The reactants are [C:9](O[C:9]([O:11][C:12]([CH3:15])([CH3:14])[CH3:13])=[O:10])([O:11][C:12]([CH3:15])([CH3:14])[CH3:13])=[O:10].[CH3:16][CH:17]1[NH:22][CH2:21][CH2:20][NH:19][C:18]1=[O:23]. The catalyst is ClCCl. The product is [C:12]([O:11][C:9]([N:22]1[CH2:21][CH2:20][NH:19][C:18](=[O:23])[CH:17]1[CH3:16])=[O:10])([CH3:13])([CH3:14])[CH3:15]. The yield is 1.00. (6) The catalyst is O1CCCC1. The yield is 0.660. The reactants are [Si]([O:18][CH:19]1[CH2:22][N:21]([C:23]2[S:24][CH:25]=[C:26]([C:28](=[O:49])[N:29]([CH:46]([CH3:48])[CH3:47])[CH2:30][CH2:31][NH:32][C:33]([O:35][CH2:36][C:37]3[CH:42]=[CH:41][C:40]([N+:43]([O-:45])=[O:44])=[CH:39][CH:38]=3)=[O:34])[N:27]=2)[CH2:20]1)(C(C)(C)C)(C1C=CC=CC=1)C1C=CC=CC=1.C(O)(=O)C.[F-].C([N+](CCCC)(CCCC)CCCC)CCC. The product is [OH:18][CH:19]1[CH2:22][N:21]([C:23]2[S:24][CH:25]=[C:26]([C:28](=[O:49])[N:29]([CH:46]([CH3:47])[CH3:48])[CH2:30][CH2:31][NH:32][C:33]([O:35][CH2:36][C:37]3[CH:42]=[CH:41][C:40]([N+:43]([O-:45])=[O:44])=[CH:39][CH:38]=3)=[O:34])[N:27]=2)[CH2:20]1. (7) The reactants are [CH3:1][O:2][C:3]1[CH:8]=[CH:7][C:6]([C:9](=O)[C:10]2[CH:15]=[CH:14][CH:13]=[CH:12][CH:11]=2)=[CH:5][CH:4]=1. The catalyst is C1COCC1.[Zn]. The product is [CH3:1][O:2][C:3]1[CH:8]=[CH:7][C:6]([C:9]([C:10]2[CH:15]=[CH:14][CH:13]=[CH:12][CH:11]=2)=[C:9]([C:6]2[CH:5]=[CH:4][C:3]([O:2][CH3:1])=[CH:8][CH:7]=2)[C:10]2[CH:11]=[CH:12][CH:13]=[CH:14][CH:15]=2)=[CH:5][CH:4]=1. The yield is 0.910.